Dataset: Reaction yield outcomes from USPTO patents with 853,638 reactions. Task: Predict the reaction yield, written as a fraction of the theoretical maximum amount of product (1.0 means a 100% yield; for example, 0.34 means a 34% yield). (1) The reactants are [CH3:1][S-:2].[Na+].CC(N(C)C)=O.[Br:10][C:11]1[C:12]([CH3:25])=[C:13]([CH3:24])[C:14]2[O:18][C:17]([CH2:20]I)([CH3:19])[CH2:16][C:15]=2[C:22]=1[CH3:23].O. The catalyst is C(OCC)(=O)C. The product is [Br:10][C:11]1[C:12]([CH3:25])=[C:13]([CH3:24])[C:14]2[O:18][C:17]([CH3:19])([CH2:20][S:2][CH3:1])[CH2:16][C:15]=2[C:22]=1[CH3:23]. The yield is 0.680. (2) The reactants are [F:1][C:2]1[CH:3]=[C:4]([C@@H:8]2[NH:12][C@H:11]([C:13](OCC)=[O:14])[CH2:10][CH2:9]2)[CH:5]=[N:6][CH:7]=1.[H-].[H-].[H-].[H-].[Li+].[Al+3].[O-]S([O-])(=O)=O.[Na+].[Na+]. The catalyst is C1COCC1. The product is [F:1][C:2]1[CH:3]=[C:4]([C@@H:8]2[NH:12][C@H:11]([CH2:13][OH:14])[CH2:10][CH2:9]2)[CH:5]=[N:6][CH:7]=1. The yield is 1.05. (3) The reactants are [I:1][C:2]1[N:7]=[C:6]([CH3:8])[C:5]([OH:9])=[C:4]([CH3:10])[CH:3]=1.[Cl:11][C:12]1[CH:17]=[C:16](Cl)[CH:15]=[CH:14][N:13]=1.C([O-])([O-])=O.[K+].[K+].CCOC(C)=O. The catalyst is CC(N(C)C)=O.O. The product is [Cl:11][C:12]1[CH:17]=[C:16]([O:9][C:5]2[C:6]([CH3:8])=[N:7][C:2]([I:1])=[CH:3][C:4]=2[CH3:10])[CH:15]=[CH:14][N:13]=1. The yield is 0.200. (4) The catalyst is C(Cl)Cl. The product is [C:15]([NH:1][OH:2])([O:14][C:10]([CH3:13])([CH3:12])[CH3:11])=[O:17]. The yield is 0.880. The reactants are [NH2:1][OH:2].C(N(CC)CC)C.[C:10]([O:14][C:15]([O:17]C([O-])=O)=O)([CH3:13])([CH3:12])[CH3:11]. (5) The reactants are FC(F)(F)C(OC(=O)C(F)(F)F)=O.[C:14]([OH:17])(=[O:16])[CH3:15].[CH:18]([C:21]1[CH:26]=[CH:25][CH:24]=[C:23]([CH:27]([CH3:29])[CH3:28])[C:22]=1O)([CH3:20])[CH3:19]. The catalyst is O. The product is [C:14]([O:17][C:22]1[C:21]([CH:18]([CH3:19])[CH3:20])=[CH:26][CH:25]=[CH:24][C:23]=1[CH:27]([CH3:29])[CH3:28])(=[O:16])[CH3:15]. The yield is 0.860. (6) The reactants are [F:1][C:2]1[CH:9]=[CH:8][C:5]([CH2:6][NH2:7])=[CH:4][CH:3]=1.C(OC([NH:17][CH2:18][C:19]1[CH:20]=[CH:21][C:22]([C:25]([O-])=[O:26])=[N:23][CH:24]=1)=O)(C)(C)C.[Li+].CCN(C(C)C)C(C)C. No catalyst specified. The product is [F:1][C:2]1[CH:9]=[CH:8][C:5]([CH2:6][NH:7][C:25]([C:22]2[CH:21]=[CH:20][C:19]([CH2:18][NH2:17])=[CH:24][N:23]=2)=[O:26])=[CH:4][CH:3]=1. The yield is 0.260. (7) The reactants are F[P-](F)(F)(F)(F)F.N1(OC(N(C)C)=[N+](C)C)C2N=CC=CC=2N=N1.C(OC([NH:32][C:33]1([C:48]([OH:50])=O)[CH2:38][CH2:37][N:36]([C:39]2[C:40]3[CH:47]=[CH:46][NH:45][C:41]=3[N:42]=[CH:43][N:44]=2)[CH2:35][CH2:34]1)=O)(C)(C)C.[Cl:51][C:52]1[CH:57]=[CH:56][C:55]([CH:58]([CH:60]2[CH2:62][CH2:61]2)[NH2:59])=[CH:54][CH:53]=1.CCN(C(C)C)C(C)C. The catalyst is CC(N(C)C)=O. The product is [NH2:32][C:33]1([C:48]([NH:59][CH:58]([C:55]2[CH:54]=[CH:53][C:52]([Cl:51])=[CH:57][CH:56]=2)[CH:60]2[CH2:62][CH2:61]2)=[O:50])[CH2:34][CH2:35][N:36]([C:39]2[C:40]3[CH:47]=[CH:46][NH:45][C:41]=3[N:42]=[CH:43][N:44]=2)[CH2:37][CH2:38]1. The yield is 0.790. (8) The reactants are [CH3:1][C@H:2]1[C:6](=[O:7])[O:5][C:4](=[O:8])[NH:3]1.[C:9](Cl)(=[O:19])[CH2:10][CH2:11][CH2:12][CH2:13][CH2:14][CH2:15][CH2:16][CH2:17][CH3:18].CN1CCOCC1. The catalyst is C(OCC)(=O)C. The product is [C:9]([N:3]1[C@@H:2]([CH3:1])[C:6](=[O:7])[O:5][C:4]1=[O:8])(=[O:19])[CH2:10][CH2:11][CH2:12][CH2:13][CH2:14][CH2:15][CH2:16][CH2:17][CH3:18]. The yield is 0.650.